Dataset: NCI-60 drug combinations with 297,098 pairs across 59 cell lines. Task: Regression. Given two drug SMILES strings and cell line genomic features, predict the synergy score measuring deviation from expected non-interaction effect. Drug 1: CN1C2=C(C=C(C=C2)N(CCCl)CCCl)N=C1CCCC(=O)O.Cl. Drug 2: C(CCl)NC(=O)N(CCCl)N=O. Cell line: HCT116. Synergy scores: CSS=22.7, Synergy_ZIP=4.69, Synergy_Bliss=7.77, Synergy_Loewe=11.0, Synergy_HSA=11.4.